This data is from Catalyst prediction with 721,799 reactions and 888 catalyst types from USPTO. The task is: Predict which catalyst facilitates the given reaction. Reactant: [O:1]=[C:2]1[CH2:11][CH2:10][CH2:9][C:8]2[CH:7]=[C:6]([C:12]([O:14][CH3:15])=[O:13])[CH:5]=[CH:4][C:3]1=2.[O:16]1[CH2:20][CH2:19][CH:18]([CH:21]=O)[CH2:17]1.N1CCCC1.C(OCC)(=O)C.CCCCCC. Product: [O:1]=[C:2]1[C:11](=[CH:21][CH:18]2[CH2:19][CH2:20][O:16][CH2:17]2)[CH2:10][CH2:9][C:8]2[CH:7]=[C:6]([C:12]([O:14][CH3:15])=[O:13])[CH:5]=[CH:4][C:3]1=2. The catalyst class is: 5.